From a dataset of Catalyst prediction with 721,799 reactions and 888 catalyst types from USPTO. Predict which catalyst facilitates the given reaction. (1) Reactant: F[P-](F)(F)(F)(F)F.N1(OC(N(C)C)=[N+](C)C)C2N=CC=CC=2N=N1.C(N(C(C)C)CC)(C)C.[C:34]([O:38][C:39](=[O:53])[NH:40][CH2:41][CH2:42][C@H:43]([NH2:52])[C:44]([N:46]1[CH2:51][CH2:50][O:49][CH2:48][CH2:47]1)=[O:45])([CH3:37])([CH3:36])[CH3:35].[C:54]([O:58][C:59](=[O:81])[C:60]1[CH:65]=[C:64]([C:66]2[CH:71]=[C:70]([S:72][CH2:73][CH2:74][C:75](O)=[O:76])[N:69]=[C:68]([NH2:78])[N:67]=2)[C:63]([CH3:79])=[CH:62][C:61]=1[CH3:80])([CH3:57])([CH3:56])[CH3:55]. Product: [C:54]([O:58][C:59](=[O:81])[C:60]1[CH:65]=[C:64]([C:66]2[CH:71]=[C:70]([S:72][CH2:73][CH2:74][C:75](=[O:76])[NH:52][C@H:43]([C:44]([N:46]3[CH2:47][CH2:48][O:49][CH2:50][CH2:51]3)=[O:45])[CH2:42][CH2:41][NH:40][C:39]([O:38][C:34]([CH3:37])([CH3:35])[CH3:36])=[O:53])[N:69]=[C:68]([NH2:78])[N:67]=2)[C:63]([CH3:79])=[CH:62][C:61]=1[CH3:80])([CH3:57])([CH3:56])[CH3:55]. The catalyst class is: 9. (2) Product: [Cl:1][C:2]1[CH:3]=[CH:4][C:5]([O:12][CH2:13][CH2:14][S:21]([CH3:17])(=[O:23])=[O:20])=[C:6]([CH:11]=1)[C:7]([O:9][CH3:10])=[O:8]. The catalyst class is: 6. Reactant: [Cl:1][C:2]1[CH:3]=[CH:4][C:5]([O:12][CH2:13][CH2:14]SC)=[C:6]([CH:11]=1)[C:7]([O:9][CH3:10])=[O:8].[CH3:17]O.O[O:20][S:21]([O-:23])=O.[K+].